This data is from Full USPTO retrosynthesis dataset with 1.9M reactions from patents (1976-2016). The task is: Predict the reactants needed to synthesize the given product. (1) Given the product [OH:37][C:30]1[C:31]2[NH:32][C:33](=[O:36])[S:34][C:35]=2[C:27]([CH2:26][CH2:25][NH:24][CH2:23][CH2:22][N:8]([CH2:9][CH2:10][CH2:11][O:12][CH2:13][CH2:14][C:15]2[CH:20]=[CH:19][CH:18]=[CH:17][CH:16]=2)[CH2:1][CH2:2][C:7]2[CH:6]=[CH:5][CH:4]=[CH:3][CH:39]=2)=[CH:28][CH:29]=1, predict the reactants needed to synthesize it. The reactants are: [CH2:1]([N:8]([CH2:22][CH2:23][NH:24][CH2:25][CH2:26][C:27]1[C:35]2[S:34][C:33](=[O:36])[NH:32][C:31]=2[C:30]([OH:37])=[CH:29][CH:28]=1)[C:9](=O)[CH2:10][CH2:11][O:12][CH2:13][CH2:14][C:15]1[CH:20]=[CH:19][CH:18]=[CH:17][CH:16]=1)[C:2]1[CH:7]=[CH:6][CH:5]=[CH:4][CH:3]=1.B.[CH3:39]O. (2) Given the product [C:27]1([O:33][C:34](=[O:35])[NH:1][C:2]2[CH:20]=[CH:19][C:5]([CH2:6][NH:7][S:8](=[O:10])(=[O:9])[NH:11][C:12]([O:13][C:14]([CH3:16])([CH3:17])[CH3:15])=[O:18])=[CH:4][CH:3]=2)[CH:32]=[CH:31][CH:30]=[CH:29][CH:28]=1, predict the reactants needed to synthesize it. The reactants are: [NH2:1][C:2]1[CH:20]=[CH:19][C:5]([CH2:6][NH:7][S:8]([NH:11][C:12](=[O:18])[O:13][C:14]([CH3:17])([CH3:16])[CH3:15])(=[O:10])=[O:9])=[CH:4][CH:3]=1.N1C=CC=CC=1.[C:27]1([O:33][C:34](Cl)=[O:35])[CH:32]=[CH:31][CH:30]=[CH:29][CH:28]=1. (3) Given the product [CH3:38][O:39][C:40](=[O:52])[CH:41]([CH2:3][C:2]#[CH:1])[C:42]1[CH:51]=[CH:50][C:45]([C:46]([O:48][CH3:49])=[O:47])=[CH:44][CH:43]=1, predict the reactants needed to synthesize it. The reactants are: [CH:1]#[C:2][CH2:3]C(C1C=CC(C(N[C@H](C(O)=O)CCC(O)=O)=O)=CC=1)CC1N=C2C(N)=NC(N)=NC2=NC=1.[H-].[Na+].[CH3:38][O:39][C:40](=[O:52])[CH2:41][C:42]1[CH:51]=[CH:50][C:45]([C:46]([O:48][CH3:49])=[O:47])=[CH:44][CH:43]=1.C(Br)C#C. (4) Given the product [F:1][C:2]([F:32])([F:31])[S:3]([O:33][C:34]1[CH2:39][CH2:38][CH2:37][CH2:36][C:35]=1[C:40]1[N:45]=[C:44]([C:46]([O:48][CH2:49][CH3:50])=[O:47])[CH:43]=[CH:42][CH:41]=1)(=[O:5])=[O:4], predict the reactants needed to synthesize it. The reactants are: [F:1][C:2]([F:32])([F:31])[S:3](OC1CCCCC=1C1C=C(C(F)(F)F)C=CC=1OCC1C=CC=CC=1)(=[O:5])=[O:4].[OH:33][C:34]1[CH2:39][CH2:38][CH2:37][CH2:36][C:35]=1[C:40]1[N:45]=[C:44]([C:46]([O:48][CH2:49][CH3:50])=[O:47])[CH:43]=[CH:42][CH:41]=1. (5) The reactants are: Br[CH2:2]/[CH:3]=[CH:4]/[C:5]([OH:7])=O.Cl.[O:9]1[CH2:15][CH2:14][CH2:13][NH:12][CH2:11][CH2:10]1.CCN(C(C)C)C(C)C.[Cl:25][C:26]1[CH:27]=[C:28]([NH:33][C:34]2[C:39]([C:40]#[N:41])=[CH:38][N:37]=[C:36]3[S:42][C:43]4[CH2:44][NH:45][CH2:46][CH2:47][C:48]=4[C:35]=23)[CH:29]=[CH:30][C:31]=1[Cl:32].CCN=C=NCCCN(C)C. Given the product [Cl:25][C:26]1[CH:27]=[C:28]([NH:33][C:34]2[C:39]([C:40]#[N:41])=[CH:38][N:37]=[C:36]3[S:42][C:43]4[CH2:44][N:45]([C:5](=[O:7])/[CH:4]=[CH:3]/[CH2:2][N:12]5[CH2:13][CH2:14][CH2:15][O:9][CH2:10][CH2:11]5)[CH2:46][CH2:47][C:48]=4[C:35]=23)[CH:29]=[CH:30][C:31]=1[Cl:32], predict the reactants needed to synthesize it. (6) The reactants are: [C:1]([O:5][C:6](=[O:22])[C:7](=[N:16][NH:17][C:18]([CH3:21])([CH3:20])[CH3:19])[C:8]1[C:9](F)=[N:10][C:11]([F:14])=[CH:12][CH:13]=1)([CH3:4])([CH3:3])[CH3:2].[H-].[Na+]. Given the product [C:1]([O:5][C:6]([C:7]1[C:8]2[C:9](=[N:10][C:11]([F:14])=[CH:12][CH:13]=2)[N:17]([C:18]([CH3:21])([CH3:20])[CH3:19])[N:16]=1)=[O:22])([CH3:4])([CH3:3])[CH3:2], predict the reactants needed to synthesize it. (7) The reactants are: [CH3:1][NH:2][C:3]1[CH:8]=[CH:7][C:6]([OH:9])=[CH:5][CH:4]=1.N1C=CN=C1.[Si:15](Cl)([C:18]([CH3:21])([CH3:20])[CH3:19])([CH3:17])[CH3:16].O. Given the product [Si:15]([O:9][C:6]1[CH:7]=[CH:8][C:3]([NH:2][CH3:1])=[CH:4][CH:5]=1)([C:18]([CH3:21])([CH3:20])[CH3:19])([CH3:17])[CH3:16], predict the reactants needed to synthesize it. (8) Given the product [CH3:17][O:16][C:15]1[C:10]2[CH2:9][NH:8][CH2:19][CH2:18][C:11]=2[N:12]=[CH:13][N:14]=1, predict the reactants needed to synthesize it. The reactants are: C([N:8]1[CH2:19][CH2:18][C:11]2[N:12]=[CH:13][N:14]=[C:15]([O:16][CH3:17])[C:10]=2[CH2:9]1)C1C=CC=CC=1. (9) The reactants are: [Br:1][C:2]1[CH:7]=[CH:6][C:5]([CH2:8][C:9]#N)=[C:4]([Cl:11])[CH:3]=1.[CH3:12]I.[H-].[Na+].O.C[N:18]([CH:20]=O)C. Given the product [Br:1][C:2]1[CH:7]=[CH:6][C:5]([C:8]([CH3:12])([CH3:9])[C:20]#[N:18])=[C:4]([Cl:11])[CH:3]=1, predict the reactants needed to synthesize it. (10) The reactants are: [OH:1][C:2]1[CH:7]=[CH:6][N:5]([CH2:8][CH2:9][C:10]2[CH:15]=[CH:14][C:13]([CH2:16][OH:17])=[CH:12][CH:11]=2)[C:4](=[O:18])[CH:3]=1.Br[CH2:20][C:21]1[CH:26]=[CH:25][CH:24]=[CH:23][N:22]=1.C(=O)([O-])[O-].[K+].[K+]. Given the product [OH:17][CH2:16][C:13]1[CH:14]=[CH:15][C:10]([CH2:9][CH2:8][N:5]2[CH:6]=[CH:7][C:2]([O:1][CH2:20][C:21]3[CH:26]=[CH:25][CH:24]=[CH:23][N:22]=3)=[CH:3][C:4]2=[O:18])=[CH:11][CH:12]=1, predict the reactants needed to synthesize it.